From a dataset of Catalyst prediction with 721,799 reactions and 888 catalyst types from USPTO. Predict which catalyst facilitates the given reaction. Reactant: COC1C=CC(C[NH:10][C:11]2[N:16]=[C:15]([C:17]3[N:22]=[CH:21][C:20]4[CH:23]=[N:24][N:25]([C:26]5[N:31]=[C:30]([N:32]6[CH2:38][CH2:37][CH2:36][N:35](C(OC(C)(C)C)=O)[CH2:34][CH2:33]6)[CH:29]=[CH:28][CH:27]=5)[C:19]=4[CH:18]=3)[CH:14]=[N:13][CH:12]=2)=CC=1.Cl.OS(C(F)(F)F)(=O)=O. Product: [N:32]1([C:30]2[N:31]=[C:26]([N:25]3[C:19]4[CH:18]=[C:17]([C:15]5[N:16]=[C:11]([NH2:10])[CH:12]=[N:13][CH:14]=5)[N:22]=[CH:21][C:20]=4[CH:23]=[N:24]3)[CH:27]=[CH:28][CH:29]=2)[CH2:38][CH2:37][CH2:36][NH:35][CH2:34][CH2:33]1. The catalyst class is: 269.